The task is: Predict the reactants needed to synthesize the given product.. This data is from Full USPTO retrosynthesis dataset with 1.9M reactions from patents (1976-2016). (1) Given the product [CH2:11]([O:18][CH2:19][C:20]([NH:1][C:2]1[N:10]=[CH:9][CH:8]=[CH:7][C:3]=1[C:4]([NH2:6])=[O:5])=[O:21])[C:12]1[CH:17]=[CH:16][CH:15]=[CH:14][CH:13]=1, predict the reactants needed to synthesize it. The reactants are: [NH2:1][C:2]1[N:10]=[CH:9][CH:8]=[CH:7][C:3]=1[C:4]([NH2:6])=[O:5].[CH2:11]([O:18][CH2:19][C:20](Cl)=[O:21])[C:12]1[CH:17]=[CH:16][CH:15]=[CH:14][CH:13]=1.O. (2) Given the product [ClH:31].[C:12]([C:16]1[N:17]=[C:18]([CH:32]2[CH2:33][CH2:34]2)[CH:19]=[C:20]([N:22]2[CH2:27][CH2:26][N:25]([CH2:28][CH2:29][CH2:30][S:7][C:6]3[N:2]([CH3:1])[N:3]=[N:4][N:5]=3)[CH2:24][CH2:23]2)[N:21]=1)([CH3:15])([CH3:13])[CH3:14], predict the reactants needed to synthesize it. The reactants are: [CH3:1][N:2]1[C:6]([SH:7])=[N:5][N:4]=[N:3]1.[OH-].[Li+].[I-].[Na+].[C:12]([C:16]1[N:21]=[C:20]([N:22]2[CH2:27][CH2:26][N:25]([CH2:28][CH2:29][CH2:30][Cl:31])[CH2:24][CH2:23]2)[CH:19]=[C:18]([CH:32]2[CH2:34][CH2:33]2)[N:17]=1)([CH3:15])([CH3:14])[CH3:13].Cl.